This data is from Reaction yield outcomes from USPTO patents with 853,638 reactions. The task is: Predict the reaction yield, written as a fraction of the theoretical maximum amount of product (1.0 means a 100% yield; for example, 0.34 means a 34% yield). The reactants are [CH3:1][O:2][CH2:3][C@H:4]1[CH2:8][CH2:7][CH2:6][N:5]1[S:9]([C:12]1[CH:20]=[CH:19][C:18]2[N:17]3[CH2:21][C:22]([CH3:26])([CH3:25])[CH2:23][N:24]=[C:16]3[C:15]3(OCCC[O:27]3)[C:14]=2[CH:13]=1)(=[O:11])=[O:10]. The catalyst is OS(O)(=O)=O. The product is [CH3:1][O:2][CH2:3][C@H:4]1[CH2:8][CH2:7][CH2:6][N:5]1[S:9]([C:12]1[CH:20]=[CH:19][C:18]2[N:17]3[CH2:21][C:22]([CH3:25])([CH3:26])[CH2:23][N:24]=[C:16]3[C:15](=[O:27])[C:14]=2[CH:13]=1)(=[O:11])=[O:10]. The yield is 0.900.